Dataset: Full USPTO retrosynthesis dataset with 1.9M reactions from patents (1976-2016). Task: Predict the reactants needed to synthesize the given product. (1) The reactants are: Cl.[CH:2]1([N:5]2[CH2:10][C:9]3([CH2:15][CH2:14][NH:13][CH2:12][CH2:11]3)[O:8][CH2:7][C:6]2=[O:16])[CH2:4][CH2:3]1.[Br:17][C:18]1[S:22][C:21]([S:23](Cl)(=[O:25])=[O:24])=[CH:20][C:19]=1[CH3:27].C(O)C. Given the product [Br:17][C:18]1[S:22][C:21]([S:23]([N:13]2[CH2:12][CH2:11][C:9]3([O:8][CH2:7][C:6](=[O:16])[N:5]([CH:2]4[CH2:4][CH2:3]4)[CH2:10]3)[CH2:15][CH2:14]2)(=[O:25])=[O:24])=[CH:20][C:19]=1[CH3:27], predict the reactants needed to synthesize it. (2) The reactants are: [CH2:1]([N:4]1[C:8]2[CH2:9][CH2:10][CH:11]([C:14]([C@H:16]3[C@H:20]([C:21]4[CH:26]=[CH:25][CH:24]=[CH:23][CH:22]=4)[O:19][C:18]([CH3:28])([CH3:27])[O:17]3)=[O:15])[C:12](=[O:13])[C:7]=2[N:6]=[C:5]1[CH3:29])[CH:2]=[CH2:3]. Given the product [CH2:1]([N:4]1[C:8]2[CH:9]=[CH:10][C:11]([C:14]([C@H:16]3[C@H:20]([C:21]4[CH:26]=[CH:25][CH:24]=[CH:23][CH:22]=4)[O:19][C:18]([CH3:28])([CH3:27])[O:17]3)=[O:15])=[C:12]([OH:13])[C:7]=2[N:6]=[C:5]1[CH3:29])[CH:2]=[CH2:3], predict the reactants needed to synthesize it. (3) Given the product [CH:1]1([O:6][C:7]2[CH:8]=[C:9]([C:15]3[CH2:19][C:18]([CH3:22])([C:20]([NH:30][OH:31])=[NH:21])[O:17][N:16]=3)[CH:10]=[CH:11][C:12]=2[O:13][CH3:14])[CH2:2][CH2:3][CH2:4][CH2:5]1, predict the reactants needed to synthesize it. The reactants are: [CH:1]1([O:6][C:7]2[CH:8]=[C:9]([C:15]3[CH2:19][C:18]([CH3:22])([C:20]#[N:21])[O:17][N:16]=3)[CH:10]=[CH:11][C:12]=2[O:13][CH3:14])[CH2:5][CH2:4][CH2:3][CH2:2]1.C(=O)([O-])[O-].[K+].[K+].Cl.[NH2:30][OH:31]. (4) Given the product [Br:1][C:29]1[N:30]=[C:25]([CH2:23][CH3:24])[C:26]([NH:33][CH:34]2[C:43]3[C:38](=[CH:39][CH:40]=[CH:41][C:42]=3[O:44][CH3:45])[CH2:37][CH2:36][CH2:35]2)=[N:27][C:28]=1[CH2:31][CH3:32], predict the reactants needed to synthesize it. The reactants are: [Br:1]C1N=C(CC)C(N[C@@H]2C3C(=CC=CC=3)C[C@@H]2O)=NC=1CC.[CH2:23]([C:25]1[C:26]([NH:33][CH:34]2[C:43]3[C:38](=[CH:39][CH:40]=[CH:41][C:42]=3[O:44][CH3:45])[CH2:37][CH2:36][CH2:35]2)=[N:27][C:28]([CH2:31][CH3:32])=[CH:29][N:30]=1)[CH3:24]. (5) Given the product [Cl:1][C:2]1[N:7]=[CH:6][C:5]2[C:8]([I:13])=[CH:9][NH:10][C:4]=2[CH:3]=1, predict the reactants needed to synthesize it. The reactants are: [Cl:1][C:2]1[N:7]=[CH:6][C:5]2[CH:8]=[CH:9][NH:10][C:4]=2[CH:3]=1.[OH-].[K+].[I:13]I. (6) Given the product [CH3:17][C:18]1([CH3:26])[O:23][C:22](=[O:24])[CH:21]([C:14](=[O:16])[CH2:13][CH2:12][NH:11][C:3]2[CH:4]=[C:5]([N+:8]([O-:10])=[O:9])[CH:6]=[CH:7][C:2]=2[CH3:1])[C:20](=[O:25])[O:19]1, predict the reactants needed to synthesize it. The reactants are: [CH3:1][C:2]1[CH:7]=[CH:6][C:5]([N+:8]([O-:10])=[O:9])=[CH:4][C:3]=1[NH:11][CH2:12][CH2:13][C:14]([OH:16])=O.[CH3:17][C:18]1([CH3:26])[O:23][C:22](=[O:24])[CH2:21][C:20](=[O:25])[O:19]1.